This data is from Full USPTO retrosynthesis dataset with 1.9M reactions from patents (1976-2016). The task is: Predict the reactants needed to synthesize the given product. (1) Given the product [N+:1]([C:4]1[CH:5]=[CH:6][C:7]([N:10]2[CH2:15][CH2:14][N:13]([CH:19]3[CH2:20][CH2:21][O:16][CH2:17][CH2:18]3)[CH2:12][CH2:11]2)=[CH:8][CH:9]=1)([O-:3])=[O:2], predict the reactants needed to synthesize it. The reactants are: [N+:1]([C:4]1[CH:9]=[CH:8][C:7]([N:10]2[CH2:15][CH2:14][NH:13][CH2:12][CH2:11]2)=[CH:6][CH:5]=1)([O-:3])=[O:2].[O:16]1[CH2:21][CH2:20][C:19](=O)[CH2:18][CH2:17]1.C([BH3-])#N.[Na+].CO.ClCCl. (2) Given the product [C:1]([N:4]1[CH2:9][CH2:8][N:7]2[N:10]=[C:11]([NH:13][C:14]3[C:15](=[O:22])[N:16]([CH3:21])[CH:17]=[C:18]([B:23]4[O:27][C:26]([CH3:29])([CH3:28])[C:25]([CH3:31])([CH3:30])[O:24]4)[CH:19]=3)[CH:12]=[C:6]2[CH2:5]1)(=[O:3])[CH3:2], predict the reactants needed to synthesize it. The reactants are: [C:1]([N:4]1[CH2:9][CH2:8][N:7]2[N:10]=[C:11]([NH:13][C:14]3[C:15](=[O:22])[N:16]([CH3:21])[CH:17]=[C:18](Br)[CH:19]=3)[CH:12]=[C:6]2[CH2:5]1)(=[O:3])[CH3:2].[B:23]1([B:23]2[O:27][C:26]([CH3:29])([CH3:28])[C:25]([CH3:31])([CH3:30])[O:24]2)[O:27][C:26]([CH3:29])([CH3:28])[C:25]([CH3:31])([CH3:30])[O:24]1.CC(C1C=C(C(C)C)C(C2C=CC=CC=2P(C2CCCCC2)C2CCCCC2)=C(C(C)C)C=1)C.C([O-])(=O)C.[K+]. (3) Given the product [CH3:8][C@H:6]1[O:7][C@@H:2]([CH3:1])[CH2:3][N:4]([C:9]2[C:14]([CH:15]=[O:16])=[CH:13][C:12]([C:27]3[S:28][C:29]([CH3:32])=[N:30][N:31]=3)=[CH:11][N:10]=2)[CH2:5]1, predict the reactants needed to synthesize it. The reactants are: [CH3:1][C@@H:2]1[O:7][C@H:6]([CH3:8])[CH2:5][N:4]([C:9]2[C:14]([CH:15]=[O:16])=[CH:13][C:12](B3OC(C)(C)C(C)(C)O3)=[CH:11][N:10]=2)[CH2:3]1.Br[C:27]1[S:28][C:29]([CH3:32])=[N:30][N:31]=1. (4) Given the product [Br:19][C:16]1[CH:15]=[CH:14][C:13]([C:7]2[C:6]([C:4]([OH:5])=[O:3])=[C:10]([CH3:11])[N:9]([CH3:12])[N:8]=2)=[CH:18][CH:17]=1, predict the reactants needed to synthesize it. The reactants are: C([O:3][C:4]([C:6]1[C:7]([C:13]2[CH:18]=[CH:17][C:16]([Br:19])=[CH:15][CH:14]=2)=[N:8][N:9]([CH3:12])[C:10]=1[CH3:11])=[O:5])C.[OH-].[Na+].Cl. (5) Given the product [I:28][C:29]1[CH:34]=[CH:33][C:32]([CH:35]([NH:37][C:13]2[C:12]3[N:11]=[CH:10][N:9]([C:18]=3[N:17]=[CH:16][N:15]=2)[C@@H:1]2[O:8][C@H:5]([CH2:6][OH:7])[C@@H:3]([OH:4])[CH2:2]2)[CH3:36])=[C:31]([N+:38]([O-:40])=[O:39])[CH:30]=1, predict the reactants needed to synthesize it. The reactants are: [C@@H:1]1([N:9]2[C:18]3[N:17]=[CH:16][N:15]=[C:13](O)[C:12]=3[N:11]=[CH:10]2)[O:8][C@H:5]([CH2:6][OH:7])[C@@H:3]([OH:4])[CH2:2]1.C(N(CC)C(C)C)(C)C.[I:28][C:29]1[CH:34]=[CH:33][C:32]([CH:35]([NH2:37])[CH3:36])=[C:31]([N+:38]([O-:40])=[O:39])[CH:30]=1.